Dataset: NCI-60 drug combinations with 297,098 pairs across 59 cell lines. Task: Regression. Given two drug SMILES strings and cell line genomic features, predict the synergy score measuring deviation from expected non-interaction effect. (1) Drug 1: C1=NC2=C(N=C(N=C2N1C3C(C(C(O3)CO)O)F)Cl)N. Drug 2: CC1CCC2CC(C(=CC=CC=CC(CC(C(=O)C(C(C(=CC(C(=O)CC(OC(=O)C3CCCCN3C(=O)C(=O)C1(O2)O)C(C)CC4CCC(C(C4)OC)OCCO)C)C)O)OC)C)C)C)OC. Synergy scores: CSS=2.23, Synergy_ZIP=-0.0818, Synergy_Bliss=2.72, Synergy_Loewe=-0.781, Synergy_HSA=-0.439. Cell line: HS 578T. (2) Drug 1: CC1OCC2C(O1)C(C(C(O2)OC3C4COC(=O)C4C(C5=CC6=C(C=C35)OCO6)C7=CC(=C(C(=C7)OC)O)OC)O)O. Drug 2: CC1CCC2CC(C(=CC=CC=CC(CC(C(=O)C(C(C(=CC(C(=O)CC(OC(=O)C3CCCCN3C(=O)C(=O)C1(O2)O)C(C)CC4CCC(C(C4)OC)OP(=O)(C)C)C)C)O)OC)C)C)C)OC. Cell line: SK-OV-3. Synergy scores: CSS=30.8, Synergy_ZIP=1.34, Synergy_Bliss=1.63, Synergy_Loewe=2.74, Synergy_HSA=4.51.